Dataset: Full USPTO retrosynthesis dataset with 1.9M reactions from patents (1976-2016). Task: Predict the reactants needed to synthesize the given product. (1) Given the product [O:33]=[C:29]1[N:30]([C:2]2[CH:7]=[CH:6][C:5]([C:8]3([C:12]([N:14]4[CH2:18][CH2:17][C@@:16]5([C:22]6[CH:23]=[CH:24][CH:25]=[CH:26][C:21]=6[C:20](=[O:27])[O:19]5)[CH2:15]4)=[O:13])[CH2:11][CH2:10][CH2:9]3)=[CH:4][CH:3]=2)[CH2:31][CH2:32][O:28]1, predict the reactants needed to synthesize it. The reactants are: Br[C:2]1[CH:7]=[CH:6][C:5]([C:8]2([C:12]([N:14]3[CH2:18][CH2:17][C@@:16]4([C:22]5[CH:23]=[CH:24][CH:25]=[CH:26][C:21]=5[C:20](=[O:27])[O:19]4)[CH2:15]3)=[O:13])[CH2:11][CH2:10][CH2:9]2)=[CH:4][CH:3]=1.[O:28]1[CH2:32][CH2:31][NH:30][C:29]1=[O:33].C1(C)C=CC=CC=1.C(P(C(C)(C)C)C(C)(C)C)(C)(C)C.C(=O)([O-])[O-].[Cs+].[Cs+]. (2) Given the product [NH2:1][C:4]1[CH:5]=[CH:6][C:7]([N:10]2[CH2:25][CH2:24][C:13]3([CH2:18][CH2:17][CH:16]([CH2:19][C:20]([O:22][CH3:23])=[O:21])[CH2:15][CH2:14]3)[CH2:12][CH2:11]2)=[N:8][CH:9]=1, predict the reactants needed to synthesize it. The reactants are: [N+:1]([C:4]1[CH:5]=[CH:6][C:7]([N:10]2[CH2:25][CH2:24][C:13]3([CH2:18][CH2:17][CH:16]([CH2:19][C:20]([O:22][CH3:23])=[O:21])[CH2:15][CH2:14]3)[CH2:12][CH2:11]2)=[N:8][CH:9]=1)([O-])=O. (3) Given the product [CH3:1][O:2][C:3](=[O:12])[C:4]1[CH:9]=[CH:8][CH:7]=[C:6]([N:13]2[CH2:17][CH2:16][CH2:15][C:14]2=[O:18])[C:5]=1[F:11], predict the reactants needed to synthesize it. The reactants are: [CH3:1][O:2][C:3](=[O:12])[C:4]1[CH:9]=[CH:8][CH:7]=[C:6](Br)[C:5]=1[F:11].[NH:13]1[CH2:17][CH2:16][CH2:15][C:14]1=[O:18]. (4) Given the product [NH2:1][C:4]1[CH:9]=[CH:8][CH:7]=[CH:6][C:5]=1[C@H:10]1[O:14][C:13]([CH3:15])([CH3:16])[O:12][C@@H:11]1[CH2:17][OH:18], predict the reactants needed to synthesize it. The reactants are: [N+:1]([C:4]1[CH:9]=[CH:8][CH:7]=[CH:6][C:5]=1[C@H:10]1[O:14][C:13]([CH3:16])([CH3:15])[O:12][C@@H:11]1[CH2:17][OH:18])([O-])=O. (5) Given the product [C:1]([O:5][CH:6]([C:12]1[C:21]([CH3:22])=[C:20]([C:23]2[CH:36]=[N:31][CH:32]=[CH:33][CH:34]=2)[C:19]2[C:14](=[CH:15][CH:16]=[CH:17][CH:18]=2)[C:13]=1[C:24]1[CH:29]=[CH:28][C:27]([Cl:30])=[CH:26][CH:25]=1)[C:7]([OH:9])=[O:8])([CH3:3])([CH3:4])[CH3:2], predict the reactants needed to synthesize it. The reactants are: [C:1]([O:5][CH:6]([C:12]1[C:21]([CH3:22])=[C:20]([CH3:23])[C:19]2[C:14](=[CH:15][CH:16]=[CH:17][CH:18]=2)[C:13]=1[C:24]1[CH:29]=[CH:28][C:27]([Cl:30])=[CH:26][CH:25]=1)[C:7]([O:9]CC)=[O:8])([CH3:4])([CH3:3])[CH3:2].[N:31]1[CH:36]=C[CH:34]=[C:33](B(O)O)[CH:32]=1.